From a dataset of Forward reaction prediction with 1.9M reactions from USPTO patents (1976-2016). Predict the product of the given reaction. (1) Given the reactants [OH:1][CH:2]([C:5]1[CH:10]=[C:9]([C:11]([F:14])([F:13])[F:12])[CH:8]=[CH:7][C:6]=1[N:15]1[CH2:20][CH2:19][O:18][C:17]2[CH:21]=[C:22]([S:25]([N:28]([CH2:34][C:35]3[CH:40]=[CH:39][C:38]([O:41][CH3:42])=[CH:37][CH:36]=3)[C:29]3[S:30][CH:31]=[CH:32][N:33]=3)(=[O:27])=[O:26])[CH:23]=[CH:24][C:16]1=2)CO.I([O-])(=O)(=O)=O.[Na+].CO.[BH4-].[Na+], predict the reaction product. The product is: [CH:2]([C:5]1[CH:10]=[C:9]([C:11]([F:12])([F:14])[F:13])[CH:8]=[CH:7][C:6]=1[N:15]1[CH2:20][CH2:19][O:18][C:17]2[CH:21]=[C:22]([S:25]([N:28]([CH2:34][C:35]3[CH:36]=[CH:37][C:38]([O:41][CH3:42])=[CH:39][CH:40]=3)[C:29]3[S:30][CH:31]=[CH:32][N:33]=3)(=[O:26])=[O:27])[CH:23]=[CH:24][C:16]1=2)=[O:1]. (2) Given the reactants [CH3:1][NH:2][CH2:3][C:4]1[CH:9]=[CH:8][C:7]([C:10]([N:12]2[CH2:18][C:17]3([CH3:20])[CH2:19][CH:13]2[CH2:14][C:15]([CH3:22])([CH3:21])[CH2:16]3)=[O:11])=[CH:6][CH:5]=1.[O:23]([CH2:30][C:31](Cl)=[O:32])[C:24]1[CH:29]=[CH:28][CH:27]=[CH:26][CH:25]=1, predict the reaction product. The product is: [CH3:1][N:2]([CH2:3][C:4]1[CH:9]=[CH:8][C:7]([C:10]([N:12]2[CH2:18][C:17]3([CH3:20])[CH2:19][CH:13]2[CH2:14][C:15]([CH3:22])([CH3:21])[CH2:16]3)=[O:11])=[CH:6][CH:5]=1)[C:31](=[O:32])[CH2:30][O:23][C:24]1[CH:29]=[CH:28][CH:27]=[CH:26][CH:25]=1. (3) Given the reactants [NH:1](C(OC(C)(C)C)=O)[C@@H:2]([C:7]([NH:9][C@H:10]([C:15]([NH:17][C@H:18]([C:36]([N:38]1[CH2:47][CH2:46][CH2:45][C@H:39]1[C:40]([NH:42][CH2:43][CH3:44])=[O:41])=[O:37])[CH2:19][CH2:20][CH2:21][NH:22][C:23](=[NH:35])[NH:24][S:25]([C:28]1[CH:34]=[CH:33][C:31]([CH3:32])=[CH:30][CH:29]=1)(=[O:27])=[O:26])=[O:16])[CH2:11][CH:12]([CH3:14])[CH3:13])=[O:8])[CH2:3][CH:4]([CH3:6])[CH3:5].[NH:55](C(OC(C)(C)C)=O)[C@H:56]([C:72]([OH:74])=O)[CH2:57][C:58]1[CH:63]=[CH:62][C:61]([O:64][CH2:65][C:66]2[CH:71]=[CH:70][CH:69]=[CH:68][CH:67]=2)=[CH:60][CH:59]=1.CS(O)(=O)=O.[C:87](=[O:90])([O-])[O-:88].[Na+].[Na+], predict the reaction product. The product is: [NH:55]([C:87]([O:88][C:4]([CH3:6])([CH3:5])[CH3:3])=[O:90])[C@H:56]([C:72]([NH:1][C@@H:2]([C:7]([NH:9][C@H:10]([C:15]([NH:17][C@H:18]([C:36]([N:38]1[CH2:47][CH2:46][CH2:45][C@H:39]1[C:40]([NH:42][CH2:43][CH3:44])=[O:41])=[O:37])[CH2:19][CH2:20][CH2:21][NH:22][C:23](=[NH:35])[NH:24][S:25]([C:28]1[CH:29]=[CH:30][C:31]([CH3:32])=[CH:33][CH:34]=1)(=[O:27])=[O:26])=[O:16])[CH2:11][CH:12]([CH3:14])[CH3:13])=[O:8])[CH2:3][CH:4]([CH3:6])[CH3:5])=[O:74])[CH2:57][C:58]1[CH:59]=[CH:60][C:61]([O:64][CH2:65][C:66]2[CH:67]=[CH:68][CH:69]=[CH:70][CH:71]=2)=[CH:62][CH:63]=1. (4) Given the reactants [C:1]([NH:8][C@H:9]1[CH2:14][CH2:13][C@H:12]([NH2:15])[CH2:11][CH2:10]1)([O:3][C:4]([CH3:7])([CH3:6])[CH3:5])=[O:2].C(=O)([O-])[O-].[K+].[K+].F[C:23]1[C:28]([N+:29]([O-:31])=[O:30])=[CH:27][CH:26]=[CH:25][N:24]=1, predict the reaction product. The product is: [CH3:5][C:4]([O:3][C:1]([NH:8][CH:9]1[CH2:10][CH2:11][CH:12]([NH:15][C:23]2[N:24]=[CH:25][CH:26]=[CH:27][C:28]=2[N+:29]([O-:31])=[O:30])[CH2:13][CH2:14]1)=[O:2])([CH3:7])[CH3:6]. (5) Given the reactants Cl[CH2:2][C:3]1[CH:8]=[CH:7][CH:6]=[C:5]([O:9][CH2:10][CH2:11][O:12][CH3:13])[C:4]=1[O:14][CH2:15][CH2:16][O:17][CH3:18].[C-:19]#[N:20].[K+].C(OCC)(=O)C, predict the reaction product. The product is: [CH3:18][O:17][CH2:16][CH2:15][O:14][C:4]1[C:5]([O:9][CH2:10][CH2:11][O:12][CH3:13])=[CH:6][CH:7]=[CH:8][C:3]=1[CH2:2][C:19]#[N:20]. (6) Given the reactants [Br:1][C:2]1[CH:3]=[C:4]2[C@:15]3([CH2:20][CH2:19][O:18][C:17]([NH2:21])=[N:16]3)[C:14]3[C:9](=[CH:10][CH:11]=[C:12]([NH2:22])[CH:13]=3)[O:8][C:5]2=[N:6][CH:7]=1.[Cl:23][C:24]1[CH:32]=[CH:31][C:27]([C:28](O)=[O:29])=[C:26]([F:33])[CH:25]=1.O.[Cl-].COC1N=C(OC)N=C([N+]2(C)CCOCC2)N=1.C(N(C(C)C)C(C)C)C, predict the reaction product. The product is: [NH2:21][C:17]1[O:18][CH2:19][CH2:20][C@:15]2([C:4]3[C:5](=[N:6][CH:7]=[C:2]([Br:1])[CH:3]=3)[O:8][C:9]3[C:14]2=[CH:13][C:12]([NH:22][C:28](=[O:29])[C:27]2[CH:31]=[CH:32][C:24]([Cl:23])=[CH:25][C:26]=2[F:33])=[CH:11][CH:10]=3)[N:16]=1. (7) Given the reactants C(O[C:4]([C:6]1[CH:7]=[N:8][C:9]2[C:14]([C:15]=1[NH:16][CH:17]1[CH2:21][CH2:20][CH2:19][CH2:18]1)=[CH:13][CH:12]=[CH:11][C:10]=2[O:22][CH3:23])=[O:5])C.[N:24]([C:27]1[CH:32]=[C:31]([CH3:33])[CH:30]=[CH:29][C:28]=1[CH3:34])=[C:25]=[O:26], predict the reaction product. The product is: [CH:17]1([N:16]2[C:15]3[C:14]4[CH:13]=[CH:12][CH:11]=[C:10]([O:22][CH3:23])[C:9]=4[N:8]=[CH:7][C:6]=3[C:4](=[O:5])[N:24]([C:27]3[CH:32]=[C:31]([CH3:33])[CH:30]=[CH:29][C:28]=3[CH3:34])[C:25]2=[O:26])[CH2:18][CH2:19][CH2:20][CH2:21]1. (8) Given the reactants Br[C:2]1[C:31]2=[N:32][C:28]3=[CH:29][N:30]2[C:5]([N:6]2[CH2:37][CH2:36][C:9]([CH3:38])([O:10][CH2:11][CH2:12][CH2:13][CH2:14][C@H:15]([CH3:35])[O:16][C:17]4[CH:18]=[CH:19][C:20]([F:34])=[CH:21][C:22]=4[C:23]4[CH:33]=[C:27]3[CH:26]=[CH:25][CH:24]=4)[CH2:8][CH2:7]2)=[C:4]([C@H:39]([O:44][C:45]([CH3:48])([CH3:47])[CH3:46])[C:40]([O:42][CH3:43])=[O:41])[C:3]=1[CH3:49].[C:50](O[C@@H](C1C(C)=C(C=C)C2=NC3=CN2C=1N1CCC(C)(OCCCC[C@H](C)OC2C=CC(F)=CC=2C2C=C3C=CC=2)CC1)C(OC)=O)(C)([CH3:52])[CH3:51], predict the reaction product. The product is: [C:45]([O:44][C@@H:39]([C:4]1[C:3]([CH3:49])=[C:2]([C:50]([CH3:52])=[CH2:51])[C:31]2=[N:32][C:28]3=[CH:29][N:30]2[C:5]=1[N:6]1[CH2:37][CH2:36][C:9]([CH3:38])([O:10][CH2:11][CH2:12][CH2:13][CH2:14][C@H:15]([CH3:35])[O:16][C:17]2[CH:18]=[CH:19][C:20]([F:34])=[CH:21][C:22]=2[C:23]2[CH:33]=[C:27]3[CH:26]=[CH:25][CH:24]=2)[CH2:8][CH2:7]1)[C:40]([O:42][CH3:43])=[O:41])([CH3:47])([CH3:48])[CH3:46]. (9) Given the reactants [C:1]1([CH3:12])[CH:6]=[CH:5][CH:4]=[CH:3][C:2]=1[O:7]C(=O)CC.[Cl-].[Cl-].[Cl-].[Al+3], predict the reaction product. The product is: [OH:7][C:2]1[CH:3]=[CH:4][C:5]([C:2](=[O:7])[CH2:1][CH3:6])=[CH:6][C:1]=1[CH3:12]. (10) Given the reactants [S:1]1[CH:5]=[CH:4][CH:3]=[C:2]1[C:6]1[CH:10]=[C:9]([CH2:11][CH2:12][CH:13]=O)[O:8][N:7]=1.[CH3:15][O:16][C:17]1[CH:22]=[CH:21][CH:20]=[CH:19][C:18]=1[N:23]1[CH2:28][CH2:27][NH:26][CH2:25][CH2:24]1.[BH-](OC(C)=O)(OC(C)=O)OC(C)=O.[Na+], predict the reaction product. The product is: [CH3:15][O:16][C:17]1[CH:22]=[CH:21][CH:20]=[CH:19][C:18]=1[N:23]1[CH2:28][CH2:27][N:26]([CH2:13][CH2:12][CH2:11][C:9]2[O:8][N:7]=[C:6]([C:2]3[S:1][CH:5]=[CH:4][CH:3]=3)[CH:10]=2)[CH2:25][CH2:24]1.